From a dataset of Forward reaction prediction with 1.9M reactions from USPTO patents (1976-2016). Predict the product of the given reaction. (1) Given the reactants [Br:1][C:2]1[CH:7]=[N:6][CH:5]=[C:4]2[NH:8][CH:9]=[CH:10][C:3]=12.ClC1C=C(C=CC=1)C(OO)=[O:16], predict the reaction product. The product is: [Br:1][C:2]1[CH:7]=[N+:6]([O-:16])[CH:5]=[C:4]2[NH:8][CH:9]=[CH:10][C:3]=12. (2) Given the reactants Cl[C@H:2]([CH2:6][C:7]1[CH:12]=[CH:11][CH:10]=[CH:9][CH:8]=1)[C:3]([OH:5])=[O:4].[C:13]([O-:16])(=[S:15])[CH3:14].[K+].S([O-])([O-])(=O)=S.[Na+].[Na+].Cl, predict the reaction product. The product is: [C:13]([S:15][C@@H:2]([CH2:6][C:7]1[CH:12]=[CH:11][CH:10]=[CH:9][CH:8]=1)[C:3]([OH:5])=[O:4])(=[O:16])[CH3:14]. (3) Given the reactants [CH2:1]([O:8][CH:9]1[CH2:12][CH:11]([OH:13])[CH2:10]1)[C:2]1[CH:7]=[CH:6][CH:5]=[CH:4][CH:3]=1.[H-].[Na+].Cl[CH2:17][C:18]1[C:19]([C:26]2[C:31]([Cl:32])=[CH:30][CH:29]=[CH:28][C:27]=2[Cl:33])=[N:20][O:21][C:22]=1[CH:23]1[CH2:25][CH2:24]1, predict the reaction product. The product is: [CH2:1]([O:8][CH:9]1[CH2:12][CH:11]([O:13][CH2:17][C:18]2[C:19]([C:26]3[C:27]([Cl:33])=[CH:28][CH:29]=[CH:30][C:31]=3[Cl:32])=[N:20][O:21][C:22]=2[CH:23]2[CH2:25][CH2:24]2)[CH2:10]1)[C:2]1[CH:7]=[CH:6][CH:5]=[CH:4][CH:3]=1. (4) Given the reactants C(O[C:4]([CH2:6][CH2:7][CH2:8][O:9][C:10]1[CH:19]=[C:18]2[C:13]([CH2:14][CH2:15][CH2:16][C:17]2=[O:20])=[CH:12][CH:11]=1)=[O:5])C.C(N(CC)C(C)C)(C)C.[NH:30]1[CH2:35][CH2:34][O:33][CH2:32][CH2:31]1, predict the reaction product. The product is: [N:30]1([C:4](=[O:5])[CH2:6][CH2:7][CH2:8][O:9][C:10]2[CH:19]=[C:18]3[C:13]([CH2:14][CH2:15][CH2:16][C:17]3=[O:20])=[CH:12][CH:11]=2)[CH2:35][CH2:34][O:33][CH2:32][CH2:31]1. (5) Given the reactants Br[C:2]1[C:10]2[N:9]=[CH:8][NH:7][C:6]=2[CH:5]=[C:4]([Cl:11])[CH:3]=1.[CH3:12][C:13]1([CH3:29])[C:17]([CH3:19])([CH3:18])[O:16][B:15]([B:15]2[O:16][C:17]([CH3:19])([CH3:18])[C:13]([CH3:29])([CH3:12])[O:14]2)[O:14]1.CC([O-])=O.[K+], predict the reaction product. The product is: [Cl:11][C:4]1[CH:3]=[C:2]([B:15]2[O:16][C:17]([CH3:19])([CH3:18])[C:13]([CH3:29])([CH3:12])[O:14]2)[C:10]2[N:9]=[CH:8][NH:7][C:6]=2[CH:5]=1. (6) The product is: [CH3:23][C:9]1[N:8]=[C:7]([C:5]2[S:6][C:2]([C:28]3[CH:29]=[CH:30][C:25]([NH2:24])=[N:26][CH:27]=3)=[CH:3][CH:4]=2)[CH:12]=[C:11]([C:13]2[CH:18]=[CH:17][C:16]([C:19]([F:22])([F:21])[F:20])=[CH:15][CH:14]=2)[CH:10]=1. Given the reactants Br[C:2]1[S:6][C:5]([C:7]2[CH:12]=[C:11]([C:13]3[CH:18]=[CH:17][C:16]([C:19]([F:22])([F:21])[F:20])=[CH:15][CH:14]=3)[CH:10]=[C:9]([CH3:23])[N:8]=2)=[CH:4][CH:3]=1.[NH2:24][C:25]1[CH:30]=[CH:29][C:28](B2OC(C)(C)C(C)(C)O2)=[CH:27][N:26]=1, predict the reaction product. (7) Given the reactants [Cl:1][C:2]1[CH:7]=[C:6]([N+:8]([O-:10])=[O:9])[CH:5]=[CH:4][C:3]=1[OH:11].Cl.[Cl-].[I-].[Na+].[C:16](#[N:18])[CH3:17], predict the reaction product. The product is: [Cl:1][C:2]1[CH:7]=[C:6]([N+:8]([O-:10])=[O:9])[CH:5]=[CH:4][C:3]=1[O:11][CH2:17][C:16]1[CH:4]=[CH:3][CH:2]=[CH:7][N:18]=1.